Dataset: CYP2D6 inhibition data for predicting drug metabolism from PubChem BioAssay. Task: Regression/Classification. Given a drug SMILES string, predict its absorption, distribution, metabolism, or excretion properties. Task type varies by dataset: regression for continuous measurements (e.g., permeability, clearance, half-life) or binary classification for categorical outcomes (e.g., BBB penetration, CYP inhibition). Dataset: cyp2d6_veith. (1) The drug is Cn1c(=O)c2cc(S(=O)(=O)NCCC(=O)Nc3ccc(Cl)cc3)ccc2n(C)c1=O. The result is 0 (non-inhibitor). (2) The drug is COc1cc2ccc([C@H](C)NCC#N)cc2cc1OC. The result is 0 (non-inhibitor). (3) The molecule is CC(=O)N1CCC2(CC1)CCN(C(=O)Nc1cccc(C#N)c1)CC2. The result is 0 (non-inhibitor). (4) The drug is CCOC(=O)C1=C(NC(=S)NC(=O)c2ccccc2)c2ccccc2CC1(C)C. The result is 0 (non-inhibitor). (5) The molecule is O=C(NCCN1CCOCC1)c1ccccc1[N+](=O)[O-]. The result is 0 (non-inhibitor). (6) The drug is O=C1[C@@H]2CC[C@@H]3/C(=N\OC[C@@H](O)COCc4ccco4)C[C@@H](O)[C@@H](O)[C@@H]3[C@H]2C(=O)N1c1ccc(F)cc1F. The result is 0 (non-inhibitor). (7) The molecule is Cc1ccc(S(=O)(=O)NC(=O)OC23COCN2COC3)cc1. The result is 0 (non-inhibitor). (8) The molecule is Cn1cc(C(=O)C(=O)N[C@H]2CN3CCC2CC3)c2ccccc21. The result is 1 (inhibitor). (9) The drug is N#CCCn1c(=O)c(-c2cccs2)nc2cnc(N3CCOCC3)nc21. The result is 0 (non-inhibitor).